Dataset: Forward reaction prediction with 1.9M reactions from USPTO patents (1976-2016). Task: Predict the product of the given reaction. (1) Given the reactants [Cl:1][C:2]1[CH:10]=[CH:9][CH:8]=[CH:7][C:3]=1[C:4]([OH:6])=O.[F:11][C:12]([F:31])([F:30])[C:13]1[N:18]=[CH:17][C:16]([CH:19]([N:22]2[CH2:27][CH2:26][C:25]([F:29])([F:28])[CH2:24][CH2:23]2)[CH2:20][NH2:21])=[CH:15][CH:14]=1, predict the reaction product. The product is: [Cl:1][C:2]1[CH:10]=[CH:9][CH:8]=[CH:7][C:3]=1[C:4]([NH:21][CH2:20][CH:19]([N:22]1[CH2:23][CH2:24][C:25]([F:29])([F:28])[CH2:26][CH2:27]1)[C:16]1[CH:17]=[N:18][C:13]([C:12]([F:11])([F:30])[F:31])=[CH:14][CH:15]=1)=[O:6]. (2) Given the reactants [Br:1][C:2]1[C:15]2[C:16]3=[C:17]4[C:12](=[CH:13][CH:14]=2)[CH:11]=[CH:10][C:9](Br)=[C:8]4[CH:7]=[CH:6][C:5]3=[CH:4][CH:3]=1.[S:19]1[C:23]2[CH:24]=[CH:25][CH:26]=[CH:27][C:22]=2[N:21]=[CH:20]1.C(=O)([O-])[O-].[Cs+].[Cs+].C1(P(C2C=CC=CC=2)C2C=CC=CC=2)C=CC=CC=1, predict the reaction product. The product is: [Br:1][C:2]1[CH:3]=[CH:4][C:5]2[C:16]3=[C:17]4[C:12](=[CH:11][CH:10]=[C:9]([C:20]5[S:19][C:23]6[CH:24]=[CH:25][CH:26]=[CH:27][C:22]=6[N:21]=5)[C:8]4=[CH:7][CH:6]=2)[CH:13]=[CH:14][C:15]=13.